This data is from Reaction yield outcomes from USPTO patents with 853,638 reactions. The task is: Predict the reaction yield, written as a fraction of the theoretical maximum amount of product (1.0 means a 100% yield; for example, 0.34 means a 34% yield). (1) The catalyst is O1CCCC1.CN(C)C=O. The reactants are [C:1]([Cl:6])(=O)[C:2](Cl)=[O:3].[OH:7][C:8]1[C:9]([CH3:43])=[C:10]([CH:36]=[CH:37][C:38]=1[C:39](=[O:42])[CH2:40][CH3:41])[O:11][CH2:12][C:13]1[CH:18]=[CH:17][C:16]([CH:19]([O:29][CH:30]2[CH2:35][CH2:34][CH2:33][CH2:32][O:31]2)[C:20]2[CH:21]=[C:22]([CH:26]=[CH:27][CH:28]=2)C(O)=O)=[CH:15][CH:14]=1.[N+](=C)=[N-]. The yield is 0.850. The product is [Cl:6][CH2:1][C:2]([C:22]1[CH:21]=[C:20]([CH:19]([O:29][CH:30]2[CH2:35][CH2:34][CH2:33][CH2:32][O:31]2)[C:16]2[CH:15]=[CH:14][C:13]([CH2:12][O:11][C:10]3[CH:36]=[CH:37][C:38]([C:39](=[O:42])[CH2:40][CH3:41])=[C:8]([OH:7])[C:9]=3[CH3:43])=[CH:18][CH:17]=2)[CH:28]=[CH:27][CH:26]=1)=[O:3]. (2) The reactants are [O:1]=[C:2]1[C:7]2[NH:8][C:9]3[CH:10]=[CH:11][CH:12]=[CH:13][C:14]=3[C:6]=2[N:5]=[C:4]([S:15][CH2:16][C:17]([OH:19])=O)[N:3]1[C:20]1[CH:25]=[CH:24][CH:23]=[CH:22][CH:21]=1.[CH2:26]([NH2:32])[C:27]1[O:31][CH:30]=[CH:29][CH:28]=1.C(N(CC)CC)C.CN(C(ON1N=NC2C=CC=NC1=2)=[N+](C)C)C.F[P-](F)(F)(F)(F)F. No catalyst specified. The product is [O:31]1[CH:30]=[CH:29][CH:28]=[C:27]1[CH2:26][NH:32][C:17](=[O:19])[CH2:16][S:15][C:4]1[N:3]([C:20]2[CH:21]=[CH:22][CH:23]=[CH:24][CH:25]=2)[C:2](=[O:1])[C:7]2[NH:8][C:9]3[CH:10]=[CH:11][CH:12]=[CH:13][C:14]=3[C:6]=2[N:5]=1. The yield is 0.836. (3) The reactants are Cl[C:2]1[CH:7]=[C:6]([O:8][CH:9]([C:14]2[CH:19]=[CH:18][C:17]([F:20])=[C:16]([F:21])[CH:15]=2)[C:10]([F:13])([F:12])[F:11])[N:5]=[CH:4]N=1.B([C:25]1[CH:36]=[CH:35][C:28]([CH2:29][C@@H:30]([C:32]([OH:34])=[O:33])[NH2:31])=[CH:27][CH:26]=1)(O)O.[C:37](#N)C.C(=O)([O-])[O-].[Na+].[Na+]. The catalyst is Cl[Pd](Cl)([P](C1C=CC=CC=1)(C1C=CC=CC=1)C1C=CC=CC=1)[P](C1C=CC=CC=1)(C1C=CC=CC=1)C1C=CC=CC=1.O. The product is [NH2:31][CH:30]([CH2:29][C:28]1[CH:35]=[CH:36][C:25]([C:2]2[CH:7]=[C:6]([O:8][CH:9]([C:14]3[CH:19]=[CH:18][C:17]([F:20])=[C:16]([F:21])[CH:15]=3)[C:10]([F:13])([F:12])[F:11])[N:5]=[CH:4][CH:37]=2)=[CH:26][CH:27]=1)[C:32]([OH:34])=[O:33]. The yield is 0.210. (4) The reactants are [O-]CC.[Na+].[CH2:5]([O:7][C:8](=[O:19])[CH2:9][CH2:10][NH:11][CH2:12][C:13]1[CH:18]=[CH:17][CH:16]=[CH:15][CH:14]=1)[CH3:6].[C:20](OCC)(=[O:26])[C:21](OCC)=[O:22]. The catalyst is C(O)C. The product is [CH2:12]([N:11]1[C:21](=[O:22])[C:20](=[O:26])[CH:9]([C:8]([O:7][CH2:5][CH3:6])=[O:19])[CH2:10]1)[C:13]1[CH:18]=[CH:17][CH:16]=[CH:15][CH:14]=1. The yield is 0.750. (5) The yield is 0.990. The catalyst is [Zn].C1COCC1.CC(O)=O. The product is [C:1]([O:5][C:6](=[O:45])[CH2:7][CH:8]([O:37][Si:38]([CH2:41][CH3:42])([CH2:39][CH3:40])[CH3:43])[C:9]([CH3:35])([CH3:36])[C:10](=[O:34])[CH:11]([CH3:33])[CH:12]([OH:24])[CH:13]([CH3:23])[CH2:14][O:15][CH2:16][C:17]1[CH:18]=[CH:19][CH:20]=[CH:21][CH:22]=1)([CH3:4])([CH3:2])[CH3:3]. The reactants are [C:1]([O:5][C:6](=[O:45])[CH2:7][CH:8]([O:37][Si:38]([CH2:43]C)([CH2:41][CH3:42])[CH2:39][CH3:40])[C:9]([CH3:36])([CH3:35])[C:10](=[O:34])[CH:11]([CH3:33])[CH:12]([O:24]C(OCC(Cl)(Cl)Cl)=O)[CH:13]([CH3:23])[CH2:14][O:15][CH2:16][C:17]1[CH:22]=[CH:21][CH:20]=[CH:19][CH:18]=1)([CH3:4])([CH3:3])[CH3:2]. (6) The reactants are [N+:1]([C:4]1[CH:12]=[CH:11][C:10]([O:13][CH3:14])=[CH:9][C:5]=1[C:6]([OH:8])=[O:7])([O-])=O. The product is [NH2:1][C:4]1[CH:12]=[CH:11][C:10]([O:13][CH3:14])=[CH:9][C:5]=1[C:6]([OH:8])=[O:7]. The catalyst is C(OCC)(=O)C.[Pd]. The yield is 0.900. (7) The reactants are Cl[C:2]1[N:7]=[CH:6][C:5]([S:8]([NH:11][C:12]2[CH:17]=[C:16]([C:18]([N:20]3[CH2:25][CH2:24][CH:23]([C:26]4[CH:31]=[CH:30][C:29]([C:32]#[N:33])=[CH:28][CH:27]=4)[CH2:22][CH2:21]3)=[O:19])[CH:15]=[CH:14][C:13]=2[CH3:34])(=[O:10])=[O:9])=[CH:4][CH:3]=1.C([O-])(=[O:37])C.[K+].C(O)(=O)C. The catalyst is O. The product is [C:32]([C:29]1[CH:30]=[CH:31][C:26]([CH:23]2[CH2:24][CH2:25][N:20]([C:18]([C:16]3[CH:15]=[CH:14][C:13]([CH3:34])=[C:12]([NH:11][S:8]([C:5]4[CH:4]=[CH:3][C:2](=[O:37])[NH:7][CH:6]=4)(=[O:10])=[O:9])[CH:17]=3)=[O:19])[CH2:21][CH2:22]2)=[CH:27][CH:28]=1)#[N:33]. The yield is 0.170.